The task is: Predict the reactants needed to synthesize the given product.. This data is from Full USPTO retrosynthesis dataset with 1.9M reactions from patents (1976-2016). The reactants are: [CH2:1](O)[CH3:2].[CH3:4]COC(C)=O.[NH2:10][C:11]1[CH:16]=[CH:15][CH:14]=[CH:13][CH:12]=1.C(=O)([O-])[O-].[K+].[K+]. Given the product [NH:10]1[C:11]2[C:16](=[CH:15][CH:14]=[CH:13][CH:12]=2)[CH2:2][CH:1]=[CH:4]1, predict the reactants needed to synthesize it.